Dataset: Forward reaction prediction with 1.9M reactions from USPTO patents (1976-2016). Task: Predict the product of the given reaction. (1) The product is: [C:23]1([C:32]2[CH:37]=[CH:36][CH:35]=[CH:34][CH:33]=2)[CH:28]=[CH:27][CH:26]=[CH:25][C:24]=1[C:2]1[CH:7]=[CH:6][C:5]2[NH:8][C:9]3[C:10](=[CH:11][CH:12]=[C:13]4[C:21]=3[NH:20][C:19]3[C:14]4=[CH:15][C:16]([C:2]4[CH:7]=[CH:6][CH:5]=[CH:4][C:3]=4[C:44]4[CH:45]=[CH:13][CH:21]=[CH:9][CH:10]=4)=[CH:17][CH:18]=3)[C:4]=2[CH:3]=1. Given the reactants Br[C:2]1[CH:7]=[CH:6][C:5]2[NH:8][C:9]3[C:10](=[CH:11][CH:12]=[C:13]4[C:21]=3[NH:20][C:19]3[C:14]4=[CH:15][C:16](Br)=[CH:17][CH:18]=3)[C:4]=2[CH:3]=1.[C:23]1([C:32]2[CH:37]=[CH:36][CH:35]=[CH:34][CH:33]=2)[CH:28]=[CH:27][CH:26]=[CH:25][C:24]=1B(O)O.C([O-])([O-])=O.[Na+].[Na+].[CH3:44][CH2:45]O, predict the reaction product. (2) Given the reactants [CH3:1][O:2][C:3](=[O:31])[NH:4][C@H:5]([C:9]([N:11]1[CH2:15][C:14]([CH:16]2[CH2:18][CH2:17]2)=[CH:13][C@H:12]1[C:19]1[NH:20][CH:21]=[C:22]([C:24]2[CH:29]=[CH:28][C:27](Br)=[CH:26][CH:25]=2)[N:23]=1)=[O:10])[CH:6]([CH3:8])[CH3:7].[B:32]1([B:32]2[O:36][C:35]([CH3:38])([CH3:37])[C:34]([CH3:40])([CH3:39])[O:33]2)[O:36][C:35]([CH3:38])([CH3:37])[C:34]([CH3:40])([CH3:39])[O:33]1.C([O-])(=O)C.[K+], predict the reaction product. The product is: [CH3:1][O:2][C:3](=[O:31])[NH:4][C@H:5]([C:9]([N:11]1[CH2:15][C:14]([CH:16]2[CH2:18][CH2:17]2)=[CH:13][C@H:12]1[C:19]1[NH:20][CH:21]=[C:22]([C:24]2[CH:29]=[CH:28][C:27]([B:32]3[O:36][C:35]([CH3:38])([CH3:37])[C:34]([CH3:40])([CH3:39])[O:33]3)=[CH:26][CH:25]=2)[N:23]=1)=[O:10])[CH:6]([CH3:8])[CH3:7]. (3) Given the reactants [F:1][C:2]1[CH:10]=[CH:9][CH:8]=[C:7]([F:11])[C:3]=1[C:4]([NH2:6])=O.COC1C=CC(P2(SP(C3C=CC(OC)=CC=3)(=S)S2)=[S:21])=CC=1, predict the reaction product. The product is: [F:1][C:2]1[CH:10]=[CH:9][CH:8]=[C:7]([F:11])[C:3]=1[C:4](=[S:21])[NH2:6]. (4) Given the reactants [CH2:1]=[C:2]([C:4]1[C:12]2[C:11]3[CH:13]=[CH:14][CH:15]=[CH:16][C:10]=3[O:9][C:8]=2[C:7]([NH:17][C:18](=[O:20])[CH3:19])=[C:6]([C:21]([CH3:23])=[CH2:22])[CH:5]=1)[CH3:3], predict the reaction product. The product is: [CH:2]([C:4]1[C:12]2[C:11]3[CH:13]=[CH:14][CH:15]=[CH:16][C:10]=3[O:9][C:8]=2[C:7]([NH:17][C:18](=[O:20])[CH3:19])=[C:6]([CH:21]([CH3:23])[CH3:22])[CH:5]=1)([CH3:3])[CH3:1]. (5) The product is: [F:22][C:16]1[CH:17]=[CH:18][C:19]([F:21])=[CH:20][C:15]=1[C:13]1[CH2:12][N:11]([C:23]([N:25]([CH:26]2[CH2:27][CH2:28][N:29]([C:42](=[O:43])[CH2:41][N:40]([CH3:45])[CH3:39])[CH2:30][CH2:31]2)[CH3:32])=[O:24])[C:10]([CH2:9][OH:8])([C:33]2[CH:38]=[CH:37][CH:36]=[CH:35][CH:34]=2)[CH:14]=1. Given the reactants [Si]([O:8][CH2:9][C:10]1([C:33]2[CH:38]=[CH:37][CH:36]=[CH:35][CH:34]=2)[CH:14]=[C:13]([C:15]2[CH:20]=[C:19]([F:21])[CH:18]=[CH:17][C:16]=2[F:22])[CH2:12][N:11]1[C:23]([N:25]([CH3:32])[CH:26]1[CH2:31][CH2:30][NH:29][CH2:28][CH2:27]1)=[O:24])(C(C)(C)C)(C)C.[CH3:39][N:40]([CH3:45])[CH2:41][C:42](O)=[O:43].CCN=C=NCCCN(C)C, predict the reaction product. (6) Given the reactants [NH2:1][C:2]1[N:14]=[C:13]([C:15]2[C:20]([O:21][CH2:22][C:23]3[CH:28]=[CH:27][C:26]([O:29][CH3:30])=[CH:25][CH:24]=3)=[CH:19][CH:18]=[CH:17][C:16]=2[O:31][CH2:32][CH:33]2[CH2:35][CH2:34]2)[CH:12]=[C:11]([C:36]2[CH:41]=[CH:40][C:39]([N+:42]([O-])=O)=[C:38]([OH:45])[CH:37]=2)[C:3]=1[C:4]([O:6][C:7]([CH3:10])([CH3:9])[CH3:8])=[O:5].[C:46](OCC)(=O)C, predict the reaction product. The product is: [NH2:1][C:2]1[N:14]=[C:13]([C:15]2[C:16]([O:31][CH2:32][CH:33]([CH3:46])[CH2:35][CH3:34])=[CH:17][CH:18]=[CH:19][C:20]=2[O:21][CH2:22][C:23]2[CH:24]=[CH:25][C:26]([O:29][CH3:30])=[CH:27][CH:28]=2)[CH:12]=[C:11]([C:36]2[CH:41]=[CH:40][C:39]([NH2:42])=[C:38]([OH:45])[CH:37]=2)[C:3]=1[C:4]([O:6][C:7]([CH3:10])([CH3:9])[CH3:8])=[O:5]. (7) Given the reactants [C:1]([O-:12])(=[O:11])[CH2:2][CH2:3][CH2:4][CH2:5][CH2:6][CH2:7][CH2:8][CH2:9][CH3:10].[Ag+:13], predict the reaction product. The product is: [Ag:13].[C:1]([O-:12])(=[O:11])[CH2:2][CH2:3][CH2:4][CH2:5][CH2:6][CH2:7][CH2:8][CH2:9][CH3:10].[Ag+:13].